This data is from KCNQ2 potassium channel screen with 302,405 compounds. The task is: Binary Classification. Given a drug SMILES string, predict its activity (active/inactive) in a high-throughput screening assay against a specified biological target. (1) The result is 0 (inactive). The molecule is s1c(c(c(c1NC(=O)c1cccnc1)C(OC)=O)C)C(=O)N(C)C. (2) The compound is S\1C(C(N)=C(C1=N/c1c(cccc1)C)c1sc2c(n1)cccc2)C(=O)Nc1c(CC)cccc1CC. The result is 0 (inactive). (3) The molecule is O=c1n(c2c(c(=O)n1CC=C)ccc(c2)C(=O)NCc1ccccc1)Cc1ccc(cc1)C. The result is 0 (inactive). (4) The drug is S(=O)(=O)(N1CCCCC1)c1cc(ccc1)C(=O)Nc1scnn1. The result is 0 (inactive). (5) The compound is Brc1c(NC(=O)NCCN2CCN(CC2)c2ccccc2)cccc1. The result is 0 (inactive). (6) The result is 0 (inactive). The compound is Clc1cc(NS(=O)(=O)c2c(cc3[nH]c(=O)c(=O)[nH]c3c2)C)ccc1. (7) The drug is S(=O)(=O)(N(CC(=O)NCc1ccc(cc1)C)c1cc([N+]([O-])=O)ccc1)C. The result is 0 (inactive). (8) The compound is o1c(Cn2c3c(c(c2C)C(OCC)=O)cc(O)c2c3cccc2)ccc1. The result is 0 (inactive). (9) The compound is O=c1n(n(c(c1NC(=O)Cn1nc([N+]([O-])=O)cc1)C)C)c1ccccc1. The result is 0 (inactive).